Dataset: Retrosynthesis with 50K atom-mapped reactions and 10 reaction types from USPTO. Task: Predict the reactants needed to synthesize the given product. (1) Given the product O=C(NCC(F)(F)F)C1(CCCCN2CCN(c3ccc4c(Cl)cccc4n3)CC2)c2ccccc2Oc2ccccc21, predict the reactants needed to synthesize it. The reactants are: Clc1cccc2nc(N3CCNCC3)ccc12.O=C(NCC(F)(F)F)C1(CCCCBr)c2ccccc2Oc2ccccc21. (2) Given the product Nc1snc2nc(-c3ccccc3)sc12, predict the reactants needed to synthesize it. The reactants are: NC(=S)c1sc(-c2ccccc2)nc1N. (3) Given the product c1ccc(CN2CCOc3nc(Oc4ccccc4)ccc3C2)cc1, predict the reactants needed to synthesize it. The reactants are: O=C1c2ccc(Oc3ccccc3)nc2OCCN1Cc1ccccc1.